This data is from Forward reaction prediction with 1.9M reactions from USPTO patents (1976-2016). The task is: Predict the product of the given reaction. Given the reactants P(Cl)(Cl)([Cl:3])=O.[CH3:6][O:7][C:8]1[CH:13]=[CH:12][C:11]([C:14]2[C:15]([C:24]3[CH:29]=[CH:28][CH:27]=[CH:26][CH:25]=3)=[CH:16][N:17]3[C:22]=2[C:21](=O)[NH:20][CH:19]=[N:18]3)=[CH:10][CH:9]=1, predict the reaction product. The product is: [Cl:3][C:21]1[C:22]2=[C:14]([C:11]3[CH:12]=[CH:13][C:8]([O:7][CH3:6])=[CH:9][CH:10]=3)[C:15]([C:24]3[CH:29]=[CH:28][CH:27]=[CH:26][CH:25]=3)=[CH:16][N:17]2[N:18]=[CH:19][N:20]=1.